Predict the reactants needed to synthesize the given product. From a dataset of Full USPTO retrosynthesis dataset with 1.9M reactions from patents (1976-2016). (1) The reactants are: Cl[C:2]1[CH:7]=[C:6]([O:8][CH3:9])[N:5]=[CH:4][C:3]=1[C:10]1[N:14]([CH3:15])[N:13]=[C:12]([C:16]([NH:18][C:19]2[C:24]([F:25])=[CH:23][CH:22]=[CH:21][C:20]=2[F:26])=[O:17])[CH:11]=1.Cl.[CH3:28][NH:29][CH3:30].CCN(C(C)C)C(C)C. Given the product [F:26][C:20]1[CH:21]=[CH:22][CH:23]=[C:24]([F:25])[C:19]=1[NH:18][C:16]([C:12]1[CH:11]=[C:10]([C:3]2[CH:4]=[N:5][C:6]([O:8][CH3:9])=[CH:7][C:2]=2[N:29]([CH3:30])[CH3:28])[N:14]([CH3:15])[N:13]=1)=[O:17], predict the reactants needed to synthesize it. (2) Given the product [CH3:16][C@@H:17]([C:21]1[CH:22]=[C:23]([C:31]([F:32])([F:34])[F:33])[CH:24]=[C:25]([C:27]([F:29])([F:30])[F:28])[CH:26]=1)[C:18]([NH:55][C:46]1([C:49]2[CH:54]=[CH:53][CH:52]=[CH:51][CH:50]=2)[CH2:45][CH2:44][C:43](=[O:42])[CH2:48][CH2:47]1)=[O:19], predict the reactants needed to synthesize it. The reactants are: O=C1N(P(Cl)(N2CCOC2=O)=O)CCO1.[CH3:16][C@@H:17]([C:21]1[CH:26]=[C:25]([C:27]([F:30])([F:29])[F:28])[CH:24]=[C:23]([C:31]([F:34])([F:33])[F:32])[CH:22]=1)[C:18](O)=[O:19].N1C=CC=CC=1.Cl.[O:42]=[C:43]1[CH2:48][CH2:47][C:46]([NH2:55])([C:49]2[CH:54]=[CH:53][CH:52]=[CH:51][CH:50]=2)[CH2:45][CH2:44]1.